From a dataset of Peptide-MHC class I binding affinity with 185,985 pairs from IEDB/IMGT. Regression. Given a peptide amino acid sequence and an MHC pseudo amino acid sequence, predict their binding affinity value. This is MHC class I binding data. The peptide sequence is TFMYVFSTF. The MHC is HLA-A11:01 with pseudo-sequence HLA-A11:01. The binding affinity (normalized) is 0.0847.